From a dataset of Forward reaction prediction with 1.9M reactions from USPTO patents (1976-2016). Predict the product of the given reaction. (1) Given the reactants [CH3:1][O:2][C:3]1[CH:4]=[C:5]([C:8]([O:11][CH2:12][C:13]2[C:22]3[C:17](=[CH:18][CH:19]=[CH:20][CH:21]=3)[CH:16]=[N:15][C:14]=2[C:23]2[N:27](COCC[Si](C)(C)C)[N:26]=[CH:25][CH:24]=2)=[CH:9][N:10]=1)[CH:6]=[O:7].Cl, predict the reaction product. The product is: [NH:27]1[C:23]([C:14]2[N:15]=[CH:16][C:17]3[C:22]([C:13]=2[CH2:12][O:11][C:8]2[C:5]([CH:6]=[O:7])=[CH:4][C:3]([O:2][CH3:1])=[N:10][CH:9]=2)=[CH:21][CH:20]=[CH:19][CH:18]=3)=[CH:24][CH:25]=[N:26]1. (2) Given the reactants Br[C:2]1[CH:10]=[CH:9][C:5]2=[N:6][O:7][N:8]=[C:4]2[CH:3]=1.[CH:11]([CH:13]1[CH2:18][CH2:17][N:16]([C:19]([O:21][C:22]([CH3:25])([CH3:24])[CH3:23])=[O:20])[CH2:15][CH2:14]1)=[CH2:12].C(N(CC)CC)C, predict the reaction product. The product is: [N:6]1[O:7][N:8]=[C:4]2[CH:3]=[C:2](/[CH:12]=[CH:11]/[CH:13]3[CH2:14][CH2:15][N:16]([C:19]([O:21][C:22]([CH3:25])([CH3:24])[CH3:23])=[O:20])[CH2:17][CH2:18]3)[CH:10]=[CH:9][C:5]=12. (3) Given the reactants Br[C:2]1[N:3]=[CH:4][N:5]([C:7]2[N:12]=[C:11]([CH:13]([F:15])[F:14])[CH:10]=[C:9]([C:16]3[CH:21]=[CH:20][C:19]([C:22]([F:25])([F:24])[F:23])=[CH:18][CH:17]=3)[N:8]=2)[CH:6]=1.[NH2:26][C:27]1[CH:32]=[CH:31][C:30](B2OC(C)(C)C(C)(C)O2)=[CH:29][N:28]=1, predict the reaction product. The product is: [F:14][CH:13]([F:15])[C:11]1[CH:10]=[C:9]([C:16]2[CH:21]=[CH:20][C:19]([C:22]([F:25])([F:24])[F:23])=[CH:18][CH:17]=2)[N:8]=[C:7]([N:5]2[CH:6]=[C:2]([C:30]3[CH:31]=[CH:32][C:27]([NH2:26])=[N:28][CH:29]=3)[N:3]=[CH:4]2)[N:12]=1. (4) Given the reactants [C:1](N1C=CN=C1)(N1C=CN=C1)=[O:2].[N:13]1[CH:18]=[CH:17][CH:16]=[C:15]([CH2:19][OH:20])[CH:14]=1.[NH2:21][C:22]1[S:23][CH:24]=[C:25]([CH2:27][C:28]([OH:30])=[O:29])[N:26]=1.C1CCN2C(=NCCC2)CC1.C(N(CC)CC)C, predict the reaction product. The product is: [N:13]1[CH:18]=[CH:17][CH:16]=[C:15]([CH2:19][O:20][C:1]([NH:21][C:22]2[S:23][CH:24]=[C:25]([CH2:27][C:28]([OH:30])=[O:29])[N:26]=2)=[O:2])[CH:14]=1. (5) The product is: [Br:3][C:4]1[CH:13]=[CH:12][C:7]([C:8]([OH:10])=[O:9])=[CH:6][C:5]=1[C:14]([O:16][CH3:17])=[O:15]. Given the reactants [OH-].[Na+].[Br:3][C:4]1[CH:13]=[CH:12][C:7]([C:8]([O:10]C)=[O:9])=[CH:6][C:5]=1[C:14]([O:16][CH3:17])=[O:15], predict the reaction product.